From a dataset of Peptide-MHC class I binding affinity with 185,985 pairs from IEDB/IMGT. Regression. Given a peptide amino acid sequence and an MHC pseudo amino acid sequence, predict their binding affinity value. This is MHC class I binding data. (1) The binding affinity (normalized) is 0.0847. The peptide sequence is KFKPRFAGV. The MHC is HLA-A26:01 with pseudo-sequence HLA-A26:01. (2) The binding affinity (normalized) is 0.0847. The peptide sequence is STTTCEAGV. The MHC is HLA-B46:01 with pseudo-sequence HLA-B46:01.